From a dataset of Forward reaction prediction with 1.9M reactions from USPTO patents (1976-2016). Predict the product of the given reaction. (1) Given the reactants [Br:1][C:2]1[CH:7]=[C:6]([Cl:8])[CH:5]=[CH:4][C:3]=1[C@@H:9]([NH:12][C:13](=[O:19])[O:14][C:15]([CH3:18])([CH3:17])[CH3:16])[CH:10]=[CH2:11].[OH2:20].C[N+]1([O-])CC[O:25]CC1, predict the reaction product. The product is: [Br:1][C:2]1[CH:7]=[C:6]([Cl:8])[CH:5]=[CH:4][C:3]=1[C@@H:9]([NH:12][C:13](=[O:19])[O:14][C:15]([CH3:18])([CH3:17])[CH3:16])[CH:10]([OH:25])[CH2:11][OH:20]. (2) Given the reactants [Cl:1][C:2]1[CH:3]=[CH:4][CH:5]=[C:6]2[C:14]=1[N:13]([CH2:15][C:16]1[CH:21]=[CH:20][C:19]([F:22])=[CH:18][CH:17]=1)[C:12]1[C:11]([O:23][CH3:24])=[CH:10][CH:9]=[C:8]([C:25](O)=[O:26])[C:7]2=1.S(Cl)([Cl:30])=O.[CH3:32][N:33]([CH:35]=O)C.[N+:37]([C:40]1[CH:45]=CC(O)=CC=1)([O-])=O.[CH:47]([Cl:50])(Cl)Cl, predict the reaction product. The product is: [Cl:30][C:45]1[CH:32]=[N:33][CH:35]=[C:47]([Cl:50])[C:40]=1[NH:37][C:25]([C:8]1[C:7]2[C:6]3[C:14](=[C:2]([Cl:1])[CH:3]=[CH:4][CH:5]=3)[N:13]([CH2:15][C:16]3[CH:17]=[CH:18][C:19]([F:22])=[CH:20][CH:21]=3)[C:12]=2[C:11]([O:23][CH3:24])=[CH:10][CH:9]=1)=[O:26].